This data is from Forward reaction prediction with 1.9M reactions from USPTO patents (1976-2016). The task is: Predict the product of the given reaction. (1) Given the reactants CC(OI1(OC(C)=O)(OC(C)=O)OC(=O)C2C=CC=CC1=2)=O.[OH:23][CH:24]1[CH2:29][CH2:28][CH:27]([N:30]2[C@@H:34]([C:35]3[CH:40]=[CH:39][CH:38]=[CH:37][CH:36]=3)[C:33]([CH3:42])([CH3:41])[O:32][C:31]2=[O:43])[CH2:26][CH2:25]1.[O-]S([O-])(=S)=O.[Na+].[Na+].C([O-])(O)=O.[Na+], predict the reaction product. The product is: [CH3:41][C:33]1([CH3:42])[O:32][C:31](=[O:43])[N:30]([CH:27]2[CH2:26][CH2:25][C:24](=[O:23])[CH2:29][CH2:28]2)[C@H:34]1[C:35]1[CH:36]=[CH:37][CH:38]=[CH:39][CH:40]=1. (2) Given the reactants Br[C:2]1[CH:3]=[C:4]2[C:10]([C:11]#[N:12])=[CH:9][NH:8][C:5]2=[N:6][CH:7]=1.[CH3:13][C:14]1([CH3:30])[C:18]([CH3:20])([CH3:19])[O:17][B:16]([B:16]2[O:17][C:18]([CH3:20])([CH3:19])[C:14]([CH3:30])([CH3:13])[O:15]2)[O:15]1.C([O-])(=O)C.[K+], predict the reaction product. The product is: [CH3:13][C:14]1([CH3:30])[C:18]([CH3:20])([CH3:19])[O:17][B:16]([C:2]2[CH:3]=[C:4]3[C:10]([C:11]#[N:12])=[CH:9][NH:8][C:5]3=[N:6][CH:7]=2)[O:15]1.